This data is from Reaction yield outcomes from USPTO patents with 853,638 reactions. The task is: Predict the reaction yield, written as a fraction of the theoretical maximum amount of product (1.0 means a 100% yield; for example, 0.34 means a 34% yield). (1) The yield is 0.780. The product is [CH3:13][C:12]1[O:19][C:17](=[O:18])[C:16](=[CH:7][C:6]2[CH:9]=[CH:10][CH:11]=[C:4]([N+:1]([O-:3])=[O:2])[CH:5]=2)[N:15]=1. The reactants are [N+:1]([C:4]1[CH:5]=[C:6]([CH:9]=[CH:10][CH:11]=1)[CH:7]=O)([O-:3])=[O:2].[C:12]([NH:15][CH2:16][C:17]([OH:19])=[O:18])(=O)[CH3:13].C([O-])(=O)C.[Na+].C(OC(=O)C)(=O)C. No catalyst specified. (2) The reactants are [F:1][C:2]1[CH:24]=[CH:23][CH:22]=[C:21]([N+:25]([O-:27])=[O:26])[C:3]=1/[CH:4]=[CH:5]/[C@H:6]1[CH2:13][N:12]([C:14]([O:16][C:17]([CH3:20])([CH3:19])[CH3:18])=[O:15])[CH2:11][C:8]2([CH2:10][CH2:9]2)[NH:7]1.CCN(CC)CC.[C:35]1([S:41](Cl)(=[O:43])=[O:42])[CH:40]=[CH:39][CH:38]=[CH:37][CH:36]=1. The catalyst is C(Cl)Cl. The product is [F:1][C:2]1[CH:24]=[CH:23][CH:22]=[C:21]([N+:25]([O-:27])=[O:26])[C:3]=1/[CH:4]=[CH:5]/[C@H:6]1[CH2:13][N:12]([C:14]([O:16][C:17]([CH3:20])([CH3:19])[CH3:18])=[O:15])[CH2:11][C:8]2([CH2:9][CH2:10]2)[N:7]1[S:41]([C:35]1[CH:40]=[CH:39][CH:38]=[CH:37][CH:36]=1)(=[O:43])=[O:42]. The yield is 0.870. (3) The catalyst is CN(C=O)C.O. The reactants are [CH:1]1([NH:4][C:5]([C:7]2[CH:8]=[CH:9][C:10]([CH3:31])=[C:11]([N:13]3[CH:21]=[N:20][C:19]4[C:14]3=[N:15][CH:16]=[N:17][C:18]=4[C:22]3[CH:30]=[CH:29][C:25]([C:26]([OH:28])=O)=[CH:24][CH:23]=3)[CH:12]=2)=[O:6])[CH2:3][CH2:2]1.CN.O[N:35]1[C:39]2C=CC=CC=2N=N1.Cl.CN(C)CCCN=C=NCC. The product is [CH:1]1([NH:4][C:5](=[O:6])[C:7]2[CH:8]=[CH:9][C:10]([CH3:31])=[C:11]([N:13]3[CH:21]=[N:20][C:19]4[C:14]3=[N:15][CH:16]=[N:17][C:18]=4[C:22]3[CH:30]=[CH:29][C:25]([C:26](=[O:28])[NH:35][CH3:39])=[CH:24][CH:23]=3)[CH:12]=2)[CH2:3][CH2:2]1. The yield is 0.800. (4) The reactants are [CH3:1][C:2]([C:5]1[NH:36][C:8]2=[N:9][CH:10]=[CH:11][C:12]([C:13]3[CH:18]=[CH:17][C:16]([S:19]([NH:22][CH:23]4[CH2:28][CH2:27][N:26](C(OC(C)(C)C)=O)[CH2:25][CH2:24]4)(=[O:21])=[O:20])=[CH:15][CH:14]=3)=[C:7]2[CH:6]=1)([CH3:4])[CH3:3].[ClH:37]. No catalyst specified. The product is [ClH:37].[ClH:37].[CH3:4][C:2]([C:5]1[NH:36][C:8]2=[N:9][CH:10]=[CH:11][C:12]([C:13]3[CH:14]=[CH:15][C:16]([S:19]([NH:22][CH:23]4[CH2:28][CH2:27][NH:26][CH2:25][CH2:24]4)(=[O:20])=[O:21])=[CH:17][CH:18]=3)=[C:7]2[CH:6]=1)([CH3:1])[CH3:3]. The yield is 0.970. (5) The reactants are [CH3:1][CH:2]([O:5][C:6](=[O:33])[C@H:7]([CH2:19][CH2:20][CH2:21][NH:22]C(OCC1C=CC=CC=1)=O)[NH:8][S:9]([C:12]1[CH:17]=[CH:16][C:15]([CH3:18])=[CH:14][CH:13]=1)(=[O:11])=[O:10])[CH2:3][CH3:4].CO. The catalyst is [Pd].C(O)C. The product is [CH3:1][CH:2]([O:5][C:6](=[O:33])[C@H:7]([CH2:19][CH2:20][CH2:21][NH2:22])[NH:8][S:9]([C:12]1[CH:13]=[CH:14][C:15]([CH3:18])=[CH:16][CH:17]=1)(=[O:11])=[O:10])[CH2:3][CH3:4]. The yield is 0.990.